From a dataset of Forward reaction prediction with 1.9M reactions from USPTO patents (1976-2016). Predict the product of the given reaction. (1) Given the reactants [N:1]1[C:9]2[C:4](=[N:5][CH:6]=[CH:7][CH:8]=2)[NH:3][CH:2]=1.[H-].[Na+].Cl[CH2:13][C:14]1[CH:24]=[CH:23][C:17]2[N:18]=[C:19]([S:21][CH3:22])[S:20][C:16]=2[CH:15]=1, predict the reaction product. The product is: [N:1]1[C:9]2[C:4](=[N:5][CH:6]=[CH:7][CH:8]=2)[N:3]([CH2:13][C:14]2[CH:24]=[CH:23][C:17]3[N:18]=[C:19]([S:21][CH3:22])[S:20][C:16]=3[CH:15]=2)[CH:2]=1. (2) Given the reactants C(OC([N:8]([C:12]1[C:16]2[CH:17]=[C:18]([Cl:33])[C:19]([CH2:21][O:22][CH:23]3[CH2:28][CH2:27][CH:26]([C:29]([F:32])([F:31])[F:30])[CH2:25][CH2:24]3)=[CH:20][C:15]=2[O:14][N:13]=1)C(=O)[O-])=O)(C)(C)C.FC(F)(F)C(O)=O, predict the reaction product. The product is: [Cl:33][C:18]1[C:19]([CH2:21][O:22][CH:23]2[CH2:24][CH2:25][CH:26]([C:29]([F:31])([F:30])[F:32])[CH2:27][CH2:28]2)=[CH:20][C:15]2[O:14][N:13]=[C:12]([NH2:8])[C:16]=2[CH:17]=1. (3) Given the reactants [C:1]1([S:7]([CH2:10][C:11]2[C:16]([C:17]([O:19][CH2:20]C)=[O:18])=[C:15]([O:22]C)[C:14]([C:24]3[CH:28]=[CH:27]NN=3)=[CH:13][CH:12]=2)(=[O:9])=[O:8])[CH:6]=[CH:5][CH:4]=[CH:3][CH:2]=1.C1(S(CC2C([C:45](OC)=[O:46])=C(O)C(Br)=CC=2)(=O)=O)C=CC=CC=1.O1C=CC(B(O)O)=C1, predict the reaction product. The product is: [C:1]1([S:7]([CH2:10][C:11]2[C:16]([C:17]([O:19][CH3:20])=[O:18])=[C:15]([OH:22])[C:14]([C:24]3[CH:28]=[CH:27][O:46][CH:45]=3)=[CH:13][CH:12]=2)(=[O:8])=[O:9])[CH:2]=[CH:3][CH:4]=[CH:5][CH:6]=1. (4) Given the reactants C(N(CC)CC)C.[C:16](O[C:16]([O:18][C:19]([CH3:22])([CH3:21])[CH3:20])=[O:17])([O:18][C:19]([CH3:22])([CH3:21])[CH3:20])=[O:17].C(O)(=O)C.[CH3:27][CH:28]1[CH2:33][NH:32][CH:31]([C:34]([O:36][CH3:37])=[O:35])[CH2:30][CH2:29]1, predict the reaction product. The product is: [CH3:27][CH:28]1[CH2:33][N:32]([C:16]([O:18][C:19]([CH3:20])([CH3:21])[CH3:22])=[O:17])[CH:31]([C:34]([O:36][CH3:37])=[O:35])[CH2:30][CH2:29]1. (5) Given the reactants BrC1N=CC(CCN2CCCCCC2)=CC=1.[N:17]1([CH2:24][CH2:25][C:26]2[CH:27]=[CH:28][C:29]([C:32]([O-:34])=O)=[N:30][CH:31]=2)[CH2:23][CH2:22][CH2:21][CH2:20][CH2:19][CH2:18]1.[Li+].S(Cl)([Cl:38])=O, predict the reaction product. The product is: [ClH:38].[N:17]1([CH2:24][CH2:25][C:26]2[CH:27]=[CH:28][C:29]([C:32]([Cl:38])=[O:34])=[N:30][CH:31]=2)[CH2:23][CH2:22][CH2:21][CH2:20][CH2:19][CH2:18]1. (6) Given the reactants S=C1N([C:7]([O:9][CH2:10][C:11]2[CH:16]=[CH:15][C:14]([O:17][C:18](=[O:20])[CH3:19])=[C:13]([O:21][CH3:22])[CH:12]=2)=[O:8])CCS1.[CH2:23]([NH:27][CH2:28][CH2:29][CH2:30][CH3:31])[CH2:24][CH2:25][CH3:26].C(N(CC)CC)C.C(N(C(C)C)CC)(C)C.[Cl:48][CH2:49][Cl:50], predict the reaction product. The product is: [Cl:48][CH2:49][Cl:50].[CH:18]([O:17][CH:14]([CH3:13])[CH3:15])([CH3:19])[CH3:23].[C:18]([O:17][C:14]1[CH:15]=[CH:16][C:11]([CH2:10][O:9][C:7](=[O:8])[N:27]([CH2:28][CH2:29][CH2:30][CH3:31])[CH2:23][CH2:24][CH2:25][CH3:26])=[CH:12][C:13]=1[O:21][CH3:22])(=[O:20])[CH3:19].